This data is from Catalyst prediction with 721,799 reactions and 888 catalyst types from USPTO. The task is: Predict which catalyst facilitates the given reaction. (1) Reactant: FC(F)(F)C(O)=O.C([O:12][C:13](=[O:60])[CH2:14][O:15][C:16]1[CH:59]=[CH:58][C:19]([C:20]([C:22]2[CH:57]=[CH:56][C:25]([O:26][CH2:27][C:28]([NH:30][C:31]3[CH:36]=[CH:35][C:34]([C:37]4[CH:42]=[CH:41][C:40]([CH:43]([CH3:54])[C:44]([O:46][CH2:47][C:48]5[CH:53]=[CH:52][CH:51]=[CH:50][CH:49]=5)=[O:45])=[CH:39][C:38]=4[F:55])=[CH:33][CH:32]=3)=[O:29])=[CH:24][CH:23]=2)=[O:21])=[CH:18][CH:17]=1)(C)(C)C. Product: [CH2:47]([O:46][C:44](=[O:45])[CH:43]([C:40]1[CH:41]=[CH:42][C:37]([C:34]2[CH:33]=[CH:32][C:31]([NH:30][C:28](=[O:29])[CH2:27][O:26][C:25]3[CH:24]=[CH:23][C:22]([C:20]([C:19]4[CH:58]=[CH:59][C:16]([O:15][CH2:14][C:13]([OH:60])=[O:12])=[CH:17][CH:18]=4)=[O:21])=[CH:57][CH:56]=3)=[CH:36][CH:35]=2)=[C:38]([F:55])[CH:39]=1)[CH3:54])[C:48]1[CH:53]=[CH:52][CH:51]=[CH:50][CH:49]=1. The catalyst class is: 4. (2) Reactant: [OH-].[K+].[I-].[NH2:4][N+:5]1[CH:10]=[CH:9][CH:8]=[CH:7][CH:6]=1.[F:11][C:12]([F:21])([F:20])[C:13]#[C:14][C:15]([O:17][CH2:18][CH3:19])=[O:16]. Product: [F:11][C:12]([F:20])([F:21])[C:13]1[C:14]([C:15]([O:17][CH2:18][CH3:19])=[O:16])=[C:6]2[CH:7]=[CH:8][CH:9]=[CH:10][N:5]2[N:4]=1. The catalyst class is: 229. (3) The catalyst class is: 114. Reactant: C1(C2NN=C(N[C:10]3[N:15]=[C:14]([NH:16][C@H:17](C4C=CC(F)=CC=4)C)[C:13]([CH2:26]NC(=O)CN4CCOCC4)=C[C:11]=3[F:37])C=2)CC1.Cl[C:39]1[N:46]=[C:45]([NH:47][C:48]2[CH:52]=[C:51]([CH3:53])[NH:50][N:49]=2)[C:44]([Cl:54])=[CH:43][C:40]=1[C:41]#[N:42].CC[N:57](C(C)C)C(C)C. Product: [Cl:54][C:44]1[C:45]([NH:47][C:48]2[CH:52]=[C:51]([CH3:53])[NH:50][N:49]=2)=[N:46][C:39]([NH:57][CH:13]([C:14]2[N:15]=[CH:10][C:11]([F:37])=[CH:17][N:16]=2)[CH3:26])=[C:40]([CH:43]=1)[C:41]#[N:42]. (4) Reactant: [N:1]([C@H:4]([CH3:25])[CH2:5][N:6]1[C:14]2[C:9](=[CH:10][CH:11]=[C:12]3[O:18][CH2:17][CH:16]([O:19]C(OCC)C)[CH2:15][C:13]3=2)[CH:8]=[N:7]1)=[N+:2]=[N-:3].Cl.C(=O)(O)[O-].[Na+]. Product: [N:1]([C@H:4]([CH3:25])[CH2:5][N:6]1[C:14]2[C:9](=[CH:10][CH:11]=[C:12]3[O:18][CH2:17][CH:16]([OH:19])[CH2:15][C:13]3=2)[CH:8]=[N:7]1)=[N+:2]=[N-:3]. The catalyst class is: 1. (5) Reactant: [CH:1]([C:3]1([C:6]([O:8][CH3:9])=[O:7])[CH2:5][CH2:4]1)=O.C(O)(=O)C.[F:14][C:15]([F:39])([F:38])[C:16]([N:18]([CH2:28][C:29]1([CH2:35][O:36][CH3:37])[CH2:34][CH2:33][NH:32][CH2:31][CH2:30]1)[C@@H:19]1[CH2:21][C@H:20]1[C:22]1[CH:27]=[CH:26][CH:25]=[CH:24][CH:23]=1)=[O:17].C(O[BH-](OC(=O)C)OC(=O)C)(=O)C.[Na+]. Product: [CH3:37][O:36][CH2:35][C:29]1([CH2:28][N:18]([C@@H:19]2[CH2:21][C@H:20]2[C:22]2[CH:27]=[CH:26][CH:25]=[CH:24][CH:23]=2)[C:16](=[O:17])[C:15]([F:39])([F:14])[F:38])[CH2:30][CH2:31][N:32]([CH2:1][C:3]2([C:6]([O:8][CH3:9])=[O:7])[CH2:5][CH2:4]2)[CH2:33][CH2:34]1. The catalyst class is: 2. (6) Reactant: [NH2:1][CH2:2][CH:3]([C:5]1[C:14]2[C:9](=[CH:10][CH:11]=[CH:12][CH:13]=2)[CH:8]=[CH:7][CH:6]=1)[OH:4].[CH3:15][C:16]([O:19][C:20](O[C:20]([O:19][C:16]([CH3:18])([CH3:17])[CH3:15])=[O:21])=[O:21])([CH3:18])[CH3:17]. Product: [OH:4][CH:3]([C:5]1[C:14]2[C:9](=[CH:10][CH:11]=[CH:12][CH:13]=2)[CH:8]=[CH:7][CH:6]=1)[CH2:2][NH:1][C:20](=[O:21])[O:19][C:16]([CH3:18])([CH3:17])[CH3:15]. The catalyst class is: 4. (7) Reactant: [C:1]1(=[O:11])[C:5]2([CH2:10][CH2:9][NH:8][CH2:7][CH2:6]2)[CH2:4][CH2:3][NH:2]1.[CH:12](=O)[C:13]1[CH:18]=[CH:17][CH:16]=[CH:15][CH:14]=1.C(O[BH-](OC(=O)C)OC(=O)C)(=O)C.[Na+]. Product: [CH2:12]([N:8]1[CH2:9][CH2:10][C:5]2([C:1](=[O:11])[NH:2][CH2:3][CH2:4]2)[CH2:6][CH2:7]1)[C:13]1[CH:18]=[CH:17][CH:16]=[CH:15][CH:14]=1. The catalyst class is: 514.